This data is from Full USPTO retrosynthesis dataset with 1.9M reactions from patents (1976-2016). The task is: Predict the reactants needed to synthesize the given product. (1) Given the product [S:37](=[O:40])(=[O:39])([O:27][CH2:26][C@H:22]1[CH2:21][C@@H:20]([C:19]2[CH:18]=[N:17][N:16]3[C:11]([NH:10][C@@H:1]4[C:9]5[C:4](=[CH:5][CH:6]=[CH:7][CH:8]=5)[CH2:3][CH2:2]4)=[N:12][CH:13]=[N:14][C:15]=23)[CH2:24][C@@H:23]1[OH:25])[NH2:38], predict the reactants needed to synthesize it. The reactants are: [C@@H:1]1([NH:10][C:11]2[N:16]3[N:17]=[CH:18][C:19]([C@H:20]4[CH2:24][C@H:23]([OH:25])[C@@H:22]([CH2:26][OH:27])[CH2:21]4)=[C:15]3[N:14]=[CH:13][N:12]=2)[C:9]2[C:4](=[CH:5][CH:6]=[CH:7][CH:8]=2)[CH2:3][CH2:2]1.C(N(CC)C(C)C)(C)C.[S:37](Cl)(=[O:40])(=[O:39])[NH2:38]. (2) Given the product [F:41][C:22]([F:21])([S:37]([O-:40])(=[O:38])=[O:39])[CH:23]([O:28][C:29](=[O:36])[C:30]1[CH:35]=[CH:34][CH:33]=[CH:32][CH:31]=1)[C:24]([F:25])([F:27])[F:26].[C:15]1([S+:8]([C:2]2[CH:3]=[CH:4][CH:5]=[CH:6][CH:7]=2)[C:9]2[CH:14]=[CH:13][CH:12]=[CH:11][CH:10]=2)[CH:16]=[CH:17][CH:18]=[CH:19][CH:20]=1, predict the reactants needed to synthesize it. The reactants are: [Cl-].[C:2]1([S+:8]([C:15]2[CH:20]=[CH:19][CH:18]=[CH:17][CH:16]=2)[C:9]2[CH:14]=[CH:13][CH:12]=[CH:11][CH:10]=2)[CH:7]=[CH:6][CH:5]=[CH:4][CH:3]=1.[F:21][C:22]([F:41])([S:37]([O-:40])(=[O:39])=[O:38])[CH:23]([O:28][C:29](=[O:36])[C:30]1[CH:35]=[CH:34][CH:33]=[CH:32][CH:31]=1)[C:24]([F:27])([F:26])[F:25].[Na+]. (3) Given the product [CH3:29][O:28][C:25]1[CH:26]=[CH:27][C:22]([C:5]2[C:6]([NH:8][CH:9]3[CH2:14][CH2:13][N:12]([CH3:15])[CH2:11][CH2:10]3)=[CH:7][C:2]([NH:1][C:31]3[N:32]=[CH:33][C:34]([C:37]#[N:38])=[N:35][CH:36]=3)=[N:3][CH:4]=2)=[CH:23][CH:24]=1, predict the reactants needed to synthesize it. The reactants are: [NH2:1][C:2]1[CH:7]=[C:6]([NH:8][CH:9]2[CH2:14][CH2:13][N:12]([C:15](OC(C)(C)C)=O)[CH2:11][CH2:10]2)[C:5]([C:22]2[CH:27]=[CH:26][C:25]([O:28][CH3:29])=[CH:24][CH:23]=2)=[CH:4][N:3]=1.Br[C:31]1[N:32]=[CH:33][C:34]([C:37]#[N:38])=[N:35][CH:36]=1.CC1(C)C2C(=C(P(C3C=CC=CC=3)C3C=CC=CC=3)C=CC=2)OC2C(P(C3C=CC=CC=3)C3C=CC=CC=3)=CC=CC1=2.C(=O)([O-])[O-].[Cs+].[Cs+].